Dataset: Forward reaction prediction with 1.9M reactions from USPTO patents (1976-2016). Task: Predict the product of the given reaction. (1) Given the reactants [CH2:1]([O:3][C:4](=[O:32])[CH2:5][CH2:6][CH2:7][CH2:8][CH2:9][CH2:10][N:11]([C:26]1[CH:31]=[CH:30][CH:29]=[CH:28][N:27]=1)[C:12]1[CH:17]=[CH:16][C:15](OS(C(F)(F)F)(=O)=O)=[CH:14][N:13]=1)[CH3:2].[F:33][C:34]1[CH:39]=[CH:38][C:37](B(O)O)=[CH:36][CH:35]=1.C(=O)([O-])[O-].[K+].[K+].O, predict the reaction product. The product is: [CH2:1]([O:3][C:4](=[O:32])[CH2:5][CH2:6][CH2:7][CH2:8][CH2:9][CH2:10][N:11]([C:12]1[CH:17]=[CH:16][C:15]([C:37]2[CH:38]=[CH:39][C:34]([F:33])=[CH:35][CH:36]=2)=[CH:14][N:13]=1)[C:26]1[CH:31]=[CH:30][CH:29]=[CH:28][N:27]=1)[CH3:2]. (2) Given the reactants P([O-])([O-])([O-])=O.[K+].[K+].[K+].Br[C:10]1[CH:15]=[N:14][CH:13]=[C:12]2[NH:16][CH:17]=[CH:18][C:11]=12.[CH3:19][CH:20]([N:22]1[C:26]([C:27]([NH:29][C:30]2[C:31]3[C:35]([CH:36]=[C:37](B4OC(C)(C)CC(C)(C)O4)[CH:38]=2)=[N:34][N:33](C2CCCCO2)[CH:32]=3)=[O:28])=[CH:25][CH:24]=[N:23]1)[CH3:21].O, predict the reaction product. The product is: [CH3:21][CH:20]([N:22]1[C:26]([C:27]([NH:29][C:30]2[CH:38]=[C:37]([C:10]3[CH:15]=[N:14][CH:13]=[C:12]4[NH:16][CH:17]=[CH:18][C:11]=34)[CH:36]=[C:35]3[C:31]=2[CH:32]=[N:33][NH:34]3)=[O:28])=[CH:25][CH:24]=[N:23]1)[CH3:19]. (3) The product is: [Cl:23][C:18]1[CH:17]=[C:16]([N:7]([CH2:8][C:9]2[CH:14]=[CH:13][C:12]([F:15])=[CH:11][CH:10]=2)[C:6]([C:5]2[CH2:35][N:36]([CH3:37])[C:3](=[O:26])[C:4]=2[OH:25])=[O:24])[CH:21]=[CH:20][C:19]=1[Cl:22]. Given the reactants CO[C:3](=[O:26])[C:4]([OH:25])=[CH:5][C:6](=[O:24])[N:7]([C:16]1[CH:21]=[CH:20][C:19]([Cl:22])=[C:18]([Cl:23])[CH:17]=1)[CH2:8][C:9]1[CH:14]=[CH:13][C:12]([F:15])=[CH:11][CH:10]=1.C=O.CN.ClC1C=C(C=CC=1Cl)[CH2:35][N:36](C)[C:37](C1CN(C)C(=O)C=1O)=O, predict the reaction product. (4) Given the reactants [F:1][C:2]1[CH:24]=[CH:23][C:5]([O:6][CH2:7][CH:8]2[CH2:14][N:13](CC3C=CC=CC=3)[CH:12]([CH3:22])[CH2:11][CH2:10][CH2:9]2)=[CH:4][C:3]=1[CH3:25], predict the reaction product. The product is: [F:1][C:2]1[CH:24]=[CH:23][C:5]([O:6][CH2:7][CH:8]2[CH2:14][NH:13][CH:12]([CH3:22])[CH2:11][CH2:10][CH2:9]2)=[CH:4][C:3]=1[CH3:25]. (5) Given the reactants [CH3:1][N:2]1[CH2:7][CH2:6][C:5](=O)[CH2:4][CH2:3]1.[F:9][C:10]1[CH:17]=[CH:16][C:13]([CH2:14][NH2:15])=[CH:12][CH:11]=1, predict the reaction product. The product is: [F:9][C:10]1[CH:17]=[CH:16][C:13]([CH2:14][NH:15][CH:5]2[CH2:6][CH2:7][N:2]([CH3:1])[CH2:3][CH2:4]2)=[CH:12][CH:11]=1. (6) Given the reactants Br[C:2]1[CH:7]=[C:6]([CH3:8])[C:5]([C:9]([N:11]2[CH2:16][CH2:15][CH:14]([N:17]3[CH2:21][CH2:20][CH2:19][CH2:18]3)[CH2:13][CH2:12]2)=[O:10])=[C:4]([CH3:22])[CH:3]=1.[F:23][C:24]([F:36])([F:35])[O:25][C:26]1[CH:27]=[C:28](B(O)O)[CH:29]=[CH:30][CH:31]=1.P([O-])([O-])([O-])=O.[K+].[K+].[K+], predict the reaction product. The product is: [CH3:22][C:4]1[CH:3]=[C:2]([C:28]2[CH:29]=[CH:30][CH:31]=[C:26]([O:25][C:24]([F:23])([F:35])[F:36])[CH:27]=2)[CH:7]=[C:6]([CH3:8])[C:5]=1[C:9]([N:11]1[CH2:16][CH2:15][CH:14]([N:17]2[CH2:21][CH2:20][CH2:19][CH2:18]2)[CH2:13][CH2:12]1)=[O:10].